This data is from Forward reaction prediction with 1.9M reactions from USPTO patents (1976-2016). The task is: Predict the product of the given reaction. (1) Given the reactants S(Cl)([Cl:3])=O.[Br:5][C:6]1[CH:11]=[CH:10][C:9]([I:12])=[CH:8][C:7]=1[CH2:13]O.CN(C=O)C, predict the reaction product. The product is: [Br:5][C:6]1[CH:11]=[CH:10][C:9]([I:12])=[CH:8][C:7]=1[CH2:13][Cl:3]. (2) Given the reactants [Br:1][C:2]1[CH:7]=[CH:6][C:5]([OH:8])=[C:4]([O:9][CH3:10])[C:3]=1[O:11][CH2:12][O:13][CH3:14].C(=O)([O-])[O-].[K+].[K+].Cl[CH:22]([F:24])[F:23], predict the reaction product. The product is: [Br:1][C:2]1[CH:7]=[CH:6][C:5]([O:8][CH:22]([F:24])[F:23])=[C:4]([O:9][CH3:10])[C:3]=1[O:11][CH2:12][O:13][CH3:14]. (3) Given the reactants [Cl:1][C:2]1[CH:3]=[C:4]([CH:13]=[C:14]([Cl:28])[C:15]=1[O:16][C:17]1[CH:22]=[CH:21][C:20]([O:23]C)=[C:19]([CH:25]([CH3:27])[CH3:26])[CH:18]=1)[CH:5]=[C:6]1[S:10][C:9](=[O:11])[NH:8][C:7]1=[O:12].B(Br)(Br)Br, predict the reaction product. The product is: [Cl:28][C:14]1[CH:13]=[C:4]([CH:3]=[C:2]([Cl:1])[C:15]=1[O:16][C:17]1[CH:22]=[CH:21][C:20]([OH:23])=[C:19]([CH:25]([CH3:26])[CH3:27])[CH:18]=1)[CH:5]=[C:6]1[S:10][C:9](=[O:11])[NH:8][C:7]1=[O:12]. (4) Given the reactants [Cl:1][C:2]1[CH:3]=[CH:4][C:5]([CH2:8][O:9][C:10]2[CH:15]=[CH:14][N:13]([C:16]3[CH:17]=[N:18][C:19](I)=[CH:20][CH:21]=3)[C:12](=[O:23])[CH:11]=2)=[N:6][CH:7]=1.[O:24]=[C:25]1[C:28]2([CH2:33][CH2:32][N:31]([C:34]([O:36][C:37]([CH3:40])([CH3:39])[CH3:38])=[O:35])[CH2:30][CH2:29]2)[CH2:27][NH:26]1.CN(C)[C@H]1CCCC[C@@H]1N.P([O-])([O-])([O-])=O.[K+].[K+].[K+], predict the reaction product. The product is: [Cl:1][C:2]1[CH:3]=[CH:4][C:5]([CH2:8][O:9][C:10]2[CH:15]=[CH:14][N:13]([C:16]3[CH:17]=[N:18][C:19]([N:26]4[CH2:27][C:28]5([CH2:33][CH2:32][N:31]([C:34]([O:36][C:37]([CH3:39])([CH3:38])[CH3:40])=[O:35])[CH2:30][CH2:29]5)[C:25]4=[O:24])=[CH:20][CH:21]=3)[C:12](=[O:23])[CH:11]=2)=[N:6][CH:7]=1. (5) The product is: [Cl:16][C:3]1[CH:4]=[C:5]([NH:9][C:10]2[N:14]=[C:13]([NH2:15])[NH:12][N:11]=2)[CH:6]=[C:7]([Cl:8])[C:2]=1[C:23]1[CH:24]=[N:25][CH:26]=[C:21]([S:18]([CH3:17])(=[O:20])=[O:19])[CH:22]=1. Given the reactants Br[C:2]1[C:7]([Cl:8])=[CH:6][C:5]([NH:9][C:10]2[N:14]=[C:13]([NH2:15])[NH:12][N:11]=2)=[CH:4][C:3]=1[Cl:16].[CH3:17][S:18]([C:21]1[CH:22]=[C:23](B(O)O)[CH:24]=[N:25][CH:26]=1)(=[O:20])=[O:19].C(=O)([O-])[O-].[Na+].[Na+], predict the reaction product. (6) Given the reactants [Cl:1][C:2]1[C:3]([O:20][CH3:21])=[C:4]([C:8]([CH3:19])([CH3:18])[CH2:9][C:10]([OH:17])([C:13]([F:16])([F:15])[F:14])[CH:11]=O)[CH:5]=[CH:6][CH:7]=1.[NH2:22][C:23]1[CH:32]=[CH:31][C:30]([F:33])=[C:29]2[C:24]=1[CH:25]=[CH:26][C:27](=[O:34])[NH:28]2, predict the reaction product. The product is: [Cl:1][C:2]1[C:3]([O:20][CH3:21])=[C:4]2[C:5](=[CH:6][CH:7]=1)[CH:11]([NH:22][C:23]1[CH:32]=[CH:31][C:30]([F:33])=[C:29]3[C:24]=1[CH:25]=[CH:26][C:27](=[O:34])[NH:28]3)[C:10]([OH:17])([C:13]([F:16])([F:15])[F:14])[CH2:9][C:8]2([CH3:19])[CH3:18]. (7) Given the reactants CC(OI1(OC(C)=O)(OC(C)=O)OC(=O)C2C=CC=CC1=2)=O.[OH:23][CH2:24][C@H:25]1[CH2:30][CH2:29][C@H:28]([C:31]([O:33][CH3:34])=[O:32])[CH2:27][CH2:26]1.S([O-])([O-])(=O)=S.[Na+].[Na+], predict the reaction product. The product is: [CH:24]([C@H:25]1[CH2:26][CH2:27][C@H:28]([C:31]([O:33][CH3:34])=[O:32])[CH2:29][CH2:30]1)=[O:23].